Dataset: Peptide-MHC class II binding affinity with 134,281 pairs from IEDB. Task: Regression. Given a peptide amino acid sequence and an MHC pseudo amino acid sequence, predict their binding affinity value. This is MHC class II binding data. The peptide sequence is KESGDAASGADGTYD. The MHC is HLA-DPA10301-DPB10402 with pseudo-sequence HLA-DPA10301-DPB10402. The binding affinity (normalized) is 0.